This data is from TCR-epitope binding with 47,182 pairs between 192 epitopes and 23,139 TCRs. The task is: Binary Classification. Given a T-cell receptor sequence (or CDR3 region) and an epitope sequence, predict whether binding occurs between them. (1) The epitope is KLWAQCVQL. The TCR CDR3 sequence is CASSLGLVSVSRTDTQYF. Result: 1 (the TCR binds to the epitope). (2) The epitope is QVPLRPMTYK. The TCR CDR3 sequence is CASSPWTSGGAYNEQFF. Result: 0 (the TCR does not bind to the epitope). (3) The TCR CDR3 sequence is CASSSPSSRGLETQYF. The epitope is LLLGIGILV. Result: 1 (the TCR binds to the epitope). (4) The epitope is EHPTFTSQYRIQGKL. The TCR CDR3 sequence is CASSSLGYEQYF. Result: 0 (the TCR does not bind to the epitope). (5) The epitope is FPRPWLHGL. The TCR CDR3 sequence is CASSLYTGSDQPQHF. Result: 1 (the TCR binds to the epitope).